This data is from Catalyst prediction with 721,799 reactions and 888 catalyst types from USPTO. The task is: Predict which catalyst facilitates the given reaction. Reactant: [NH2:1][CH2:2][CH2:3][S:4]([C:7]1[CH:12]=[CH:11][C:10]([Cl:13])=[CH:9][C:8]=1[NH:14][S:15]([C:18]1[CH:23]=[CH:22][C:21]([Cl:24])=[C:20]([C:25]([F:28])([F:27])[F:26])[CH:19]=1)(=[O:17])=[O:16])(=[O:6])=[O:5].CCN(CC)CC.[C:36](OC(=O)C)(=[O:38])[CH3:37]. Product: [Cl:13][C:10]1[CH:11]=[CH:12][C:7]([S:4]([CH2:3][CH2:2][NH:1][C:36](=[O:38])[CH3:37])(=[O:5])=[O:6])=[C:8]([NH:14][S:15]([C:18]2[CH:23]=[CH:22][C:21]([Cl:24])=[C:20]([C:25]([F:26])([F:27])[F:28])[CH:19]=2)(=[O:17])=[O:16])[CH:9]=1. The catalyst class is: 64.